This data is from Full USPTO retrosynthesis dataset with 1.9M reactions from patents (1976-2016). The task is: Predict the reactants needed to synthesize the given product. The reactants are: Br[C:2]1[CH:35]=[CH:34][C:5]([CH2:6][CH2:7][NH:8][C:9]([C:11]2[CH:33]=[CH:32][C:14]([O:15][C:16]3[CH:25]=[C:24]4[C:19]([CH:20]([C:26]([O:28][CH2:29][CH3:30])=[O:27])[CH2:21][CH2:22][O:23]4)=[CH:18][C:17]=3[Cl:31])=[CH:13][CH:12]=2)=[O:10])=[CH:4][CH:3]=1.P([O-])([O-])([O-])=O.[K+].[K+].[K+].C1(P([CH:57]2[CH2:62][CH2:61]CCC2)C2CCCCC2)CCCCC1.C1(B(O)O)CC1. Given the product [Cl:31][C:17]1[CH:18]=[C:19]2[C:24](=[CH:25][C:16]=1[O:15][C:14]1[CH:32]=[CH:33][C:11]([C:9](=[O:10])[NH:8][CH2:7][CH2:6][C:5]3[CH:34]=[CH:35][C:2]([CH:61]4[CH2:62][CH2:57]4)=[CH:3][CH:4]=3)=[CH:12][CH:13]=1)[O:23][CH2:22][CH2:21][CH:20]2[C:26]([O:28][CH2:29][CH3:30])=[O:27], predict the reactants needed to synthesize it.